Dataset: Human Reference Interactome with 51,813 positive PPI pairs across 8,248 proteins, plus equal number of experimentally-validated negative pairs. Task: Binary Classification. Given two protein amino acid sequences, predict whether they physically interact or not. (1) Protein 1 (ENSG00000129195) has sequence MASRWQNMGTSVRRRSLQHQEQLEDSKELQPVVSHQETSVGALGSLCRQFQRRLPLRAVNLNLRAGPSWKRLETPEPGQQGLQAAARSAKSALGAVSQRIQESCQSGTKWLVETQVKARRRKRGAQKGSGSPTHSLSQKSTRLSGAAPAHSAADPWEKEHHRLSVRMGSHAHPLRRSRREAAFRSPYSSTEPLCSPSESDSDLEPVGAGIQHLQKLSQELDEAIMAEERKQALSDRQGFILKDVYASP*MASRWQNMGTSVRRRSLQHQEQLEDSKELQPVVSHQETSVGALGSLCRQFQ.... Protein 2 (ENSG00000147894) has sequence MSTLCPPPSPAVAKTEIALSGKSPLLAATFAYWDNILGPRVRHIWAPKTEQVLLSDGEITFLANHTLNGEILRNAESGAIDVKFFVLSEKGVIIVSLIFDGNWNGDRSTYGLSIILPQTELSFYLPLHRVCVDRLTHIIRKGRIWMHKERQENVQKIILEGTERMEDQGQSIIPMLTGEVIPVMELLSSMKSHSVPEEIDIADTVLNDDDIGDSCHEGFLLK*MSTLCPPPSPAVAKTEIALSGKSPLLAATFAYWDNILGPRVRHIWAPKTEQVLLSDGEITFLANHTLNGEILRNAES.... Result: 0 (the proteins do not interact). (2) Protein 1 (ENSG00000157110) has sequence MNNGGKAEKENTPSEANLQEEEVRTLFVSGLPLDIKPRELYLLFRPFKGYEGSLIKLTSKQPVGFVSFDSRSEAEAAKNALNGIRFDPEIPQTLRLEFAKANTKMAKNKLVGTPNPSTPLPNTVPQFIAREPYELTVPALYPSSPEVWAPYPLYPAELAPALPPPAFTYPASLHAQLCEGQTVRRSHPLSAPSPDSASLAWFPV*MNNGGKAEKENTPSEANLQEEEVRTLFVSGLPLDIKPRELYLLFRPFKGYEGSLIKLTSKQPVGFVSFDSRSEAEAAKNALNGIRFDPEIPQTLR.... Protein 2 (ENSG00000243130) has sequence MGPLSAPPCTEHIKWKGLLLTALLLNFWNLPTTAQVMIEAQPPKVSEGKDVLLLVHNLPQNLTGYIWYKGQIRDLYHYITSYVVDGQIIIYGPAYSGRETVYSNASLLIQNVTREDAGSYTLHIIKRGDGTRGVTGYFTFTLYLETPKPSISSSNLNPREAMETVILTCNPETPDASYLWWMNGQSLPMTHRMQLSETNRTLFLFGVTKYTAGPYECEIWNSGSASRSDPVTLNLLHGPDLPRIFPSVTSYYSGENLDLSCFANSNPPAQYSWTINGKFQLSGQKLFIPQITPKHNGLYA.... Result: 1 (the proteins interact). (3) Protein 1 (ENSG00000138315) has sequence MPPFLLLTCLFITGTSVSPVALDPCSAYISLNEPWRNTDHQLDESQGPPLCDNHVNGEWYHFTGMAGDAMPTFCIPENHCGTHAPVWLNGSHPLEGDGIVQRQACASFNGNCCLWNTTVEVKACPGGYYVYRLTKPSVCFHVYCGHFYDICDEDCHGSCSDTSECTCAPGTVLGPDRQTCFDENECEQNNGGCSEICVNLKNSYRCECGVGRVLRSDGKTCEDVEGCHNNNGGCSHSCLGSEKGYQCECPRGLVLSEDNHTCQVPVLCKSNAIEVNIPRELVGGLELFLTNTSCRGVSNG.... Protein 2 (ENSG00000087302) has sequence MFRRKLTALDYHNPAGFNCKDETEFRNFIVWLEDQKIRHYKIEDRGNLRNIHSSDWPKFFEKYLRDVNCPFKIQDRQEAIDWLLGLAVRLEYGDNAEKYKDLVPDNSKTADNATKNAEPLINLDVNNPDFKAGVMALANLLQIQRHDDYLVMLKAIRILVQERLTQDAVAKANQTKEGLPVALDKHILGFDTGDAVLNEAAQILRLLHIEELRELQTKINEAIVAVQAIIADPKTDHRLGKVGR*LRDVNCPFKIQDRQEAIDWLLGLAVRLEYGDNAEKYKDLVPDNSKTADNATKNAE.... Result: 0 (the proteins do not interact). (4) Protein 1 (ENSG00000185008) has sequence MSLLMFTQLLLCGFLYVRVDGSRLRQEDFPPRIVEHPSDVIVSKGEPTTLNCKAEGRPTPTIEWYKDGERVETDKDDPRSHRMLLPSGSLFFLRIVHGRRSKPDEGSYVCVARNYLGEAVSRNASLEVALLRDDFRQNPTDVVVAAGEPAILECQPPRGHPEPTIYWKKDKVRIDDKEERISIRGGKLMISNTRKSDAGMYTCVGTNMVGERDSDPAELTVFERPTFLRRPINQVVLEEEAVEFRCQVQGDPQPTVRWKKDDADLPRGRYDIKDDYTLRIKKTMSTDEGTYMCIAENRVG.... Protein 2 (ENSG00000075426) has sequence MYQDYPGNFDTSSRGSSGSPAHAESYSSGGGGQQKFRVDMPGSGSAFIPTINAITTSQDLQWMVQPTVITSMSNPYPRSHPYSPLPGLASVPGHMALPRPGVIKTIGTTVGRRRRDEQLSPEEEEKRRIRRERNKLAAAKCRNRRRELTEKLQAETEELEEEKSGLQKEIAELQKEKEKLEFMLVAHGPVCKISPEERRSPPAPGLQPMRSGGGSVGAVVVKQEPLEEDSPSSSSAGLDKAQRSVIKPISIAGGFYGEEPLHTPIVVTSTPAVTPGTSNLVFTYPSVLEQESPASPSESC.... Result: 0 (the proteins do not interact). (5) Protein 1 (ENSG00000134595) has sequence MRPVRENSSGARSPRVPADLARSILISLPFPPDSLAHRPPSSAPTESQGLFTVAAPAPGAPSPPATLAHLLPAPAMYSLLETELKNPVGTPTQAAGTGGPAAPGGAGKSSANAAGGANSGGGSSGGASGGGGGTDQDRVKRPMNAFMVWSRGQRRKMALENPKMHNSEISKRLGADWKLLTDAEKRPFIDEAKRLRAVHMKEYPDYKYRPRRKTKTLLKKDKYSLPSGLLPPGAAAAAAAAAAAAAAASSPVGVGQRLDTYTHVNGWANGAYSLVQEQLGYAQPPSMSSPPPPPALPPMH.... Protein 2 (ENSG00000100865) has sequence MEAKTLGTVTPRKPVLSVSARKIKDNAADWHNLILKWETLNDAGFTTANNIANLKISLLNKDKIELDSSSPASKENEEKVCLEYNEELEKLCEELQATLDGLTKIQVKMEKLSSTTKGICELENYHYGEESKRPPLFHTWPTTHFYEVSHKLLEMYRKELLLKRTVAKELAHTGDPDLTLSYLSMWLHQPYVESDSRLHLESMLLETGHRAL*MEAKTLGTVTPRKPVLSVSARKIKDNAADWHNLILKWETLNDAGFTTANNIANLKISLLNKDKIELDSSSPASKENEEKVCLEYNEE.... Result: 0 (the proteins do not interact). (6) Protein 1 (ENSG00000111245) has sequence MAPKKAKKRAGGANSNVFSMFEQTQIQEFKEAFTIMDQNRDGFIDKNDLRDTFAALGRVNVKNEEIDEMIKEAPGPINFTVFLTMFGEKLKGADPEETILNAFKVFDPEGKGVLKADYVREMLTTQAERFSKEEVDQMFAAFPPDVTGNLDYKNLVHIITHGEEKD*MAPKKAKKRAGGANSNVFSMFEQTQIQEFKELGVPECVFPTLGRVNVKNEEIDEMIKEAPGPINFTVFLTMFGEKLKGADPEETILNAFKVFDPEGKGVLKADYVREMLTTQAERFSKEEVDQMFAAFPPDVT.... Protein 2 (ENSG00000119917) has sequence MSEVTKNSLEKILPQLKCHFTWNLFKEDSVSRDLEDRVCNQIEFLNTEFKATMYNLLAYIKHLDGNNEAALECLRQAEELIQQEHADQAEIRSLVTWGNYAWVYYHLGRLSDAQIYVDKVKQTCKKFSNPYSIEYSELDCEEGWTQLKCGRNERAKVCFEKALEEKPNNPEFSSGLAIAMYHLDNHPEKQFSTDVLKQAIELSPDNQYVKVLLGLKLQKMNKEAEGEQFVEEALEKSPCQTDVLRSAAKFYRRKGDLDKAIELFQRVLESTPNNGYLYHQIGCCYKAKVRQMQNTGESEA.... Result: 0 (the proteins do not interact). (7) Protein 1 (ENSG00000064199) has sequence MSIPFSNTHYRIPQGFGNLLEGLTREILREQPDNIPAFAAAYFESLLEKREKTNFDPAEWGSKVEDRFYNNHAFEEQEPPEKSDPKQEESQISGKEEETSVTILDSSEEDKEKEEVAAVKIQAAFRGHIAREEAKKMKTNSLQNEEKEENK*. Protein 2 (ENSG00000145491) has sequence MPLPDTMFCAQQIHIPPELPDILKQFTKAAIRTQPADVLRWSAGYFSALSRGDPLPVKDRMEMPTATQKTDTGLTQGLLKVLHKQCHHKRYVELTDLEQKWKNLCLPKEKFKALLQLDPCENKIKWINFLALGCSMLGGSLNTALKHLCEILTDDPEGGPARIPFKTFSYVYRYLARLDSDVSPLETESYLASLKENIDARKNGMIGLSDFFFPKRKLLESIENSEDVGH*. Result: 1 (the proteins interact).